This data is from Catalyst prediction with 721,799 reactions and 888 catalyst types from USPTO. The task is: Predict which catalyst facilitates the given reaction. (1) Reactant: [CH2:1]([NH:8][C:9](=[O:31])[C:10]1[CH:15]=[CH:14][N:13]=[C:12]([N:16]2[CH:21]=[CH:20][C:19]([O:22]CC3C=CC=CC=3)=[CH:18][C:17]2=[O:30])[CH:11]=1)[C:2]1[CH:7]=[CH:6][CH:5]=[CH:4][CH:3]=1.[H][H]. Product: [CH2:1]([NH:8][C:9]([C:10]1[CH:15]=[CH:14][N:13]=[C:12]([N:16]2[CH:21]=[CH:20][C:19]([OH:22])=[CH:18][C:17]2=[O:30])[CH:11]=1)=[O:31])[C:2]1[CH:3]=[CH:4][CH:5]=[CH:6][CH:7]=1. The catalyst class is: 43. (2) Reactant: [CH3:1][O:2][C:3]1[CH:15]=[CH:14][C:6]([NH:7][C:8]2[CH:13]=[CH:12][CH:11]=[CH:10][N:9]=2)=[C:5]([NH2:16])[CH:4]=1.[S:17]1[CH:21]=[CH:20][CH:19]=[C:18]1/[CH:22]=[CH:23]/[C:24](Cl)=O.N1C=CC=CC=1N1C2C=CC=CC=2N=C1/C=C/C1C=CC=CC=1.[C:50]([OH:55])(=[O:54])[C:51]([OH:53])=[O:52]. Product: [C:50]([OH:55])(=[O:54])[C:51]([OH:53])=[O:52].[CH3:1][O:2][C:3]1[CH:15]=[CH:14][C:6]2[N:7]([C:8]3[CH:13]=[CH:12][CH:11]=[CH:10][N:9]=3)[C:24](/[CH:23]=[CH:22]/[C:18]3[S:17][CH:21]=[CH:20][CH:19]=3)=[N:16][C:5]=2[CH:4]=1. The catalyst class is: 13. (3) Reactant: [F-].C([N+](CCCC)(CCCC)CCCC)CCC.[C:19]([O:23][C:24]([N:26]1[CH2:31][CH2:30][CH:29]([CH2:32][CH:33]([O:44][Si](C)(C)C)[CH2:34][CH2:35][C:36]2[CH:41]=[CH:40][N:39]=[C:38]([C:42]#[N:43])[CH:37]=2)[CH2:28][CH2:27]1)=[O:25])([CH3:22])([CH3:21])[CH3:20].CCOCC. Product: [C:19]([O:23][C:24]([N:26]1[CH2:27][CH2:28][CH:29]([CH2:32][CH:33]([OH:44])[CH2:34][CH2:35][C:36]2[CH:41]=[CH:40][N:39]=[C:38]([C:42]#[N:43])[CH:37]=2)[CH2:30][CH2:31]1)=[O:25])([CH3:22])([CH3:20])[CH3:21]. The catalyst class is: 1.